This data is from Forward reaction prediction with 1.9M reactions from USPTO patents (1976-2016). The task is: Predict the product of the given reaction. (1) Given the reactants [Si:1]([O:18][CH2:19][CH2:20][CH:21]([N:25]1[CH:30]=[C:29]([O:31][CH3:32])[C:28]([C:33]2[CH:38]=[C:37]([Cl:39])[CH:36]=[CH:35][C:34]=2[C:40]#[N:41])=[CH:27][C:26]1=[O:42])[C:22]([OH:24])=O)([C:14]([CH3:17])([CH3:16])[CH3:15])([C:8]1[CH:13]=[CH:12][CH:11]=[CH:10][CH:9]=1)[C:2]1[CH:7]=[CH:6][CH:5]=[CH:4][CH:3]=1.[NH2:43][C:44]1[CH:54]=[CH:53][C:47]([C:48]([O:50][CH2:51][CH3:52])=[O:49])=[CH:46][CH:45]=1.CC(C)N=C=NC(C)C, predict the reaction product. The product is: [Si:1]([O:18][CH2:19][CH2:20][CH:21]([N:25]1[CH:30]=[C:29]([O:31][CH3:32])[C:28]([C:33]2[CH:38]=[C:37]([Cl:39])[CH:36]=[CH:35][C:34]=2[C:40]#[N:41])=[CH:27][C:26]1=[O:42])[C:22]([NH:43][C:44]1[CH:45]=[CH:46][C:47]([C:48]([O:50][CH2:51][CH3:52])=[O:49])=[CH:53][CH:54]=1)=[O:24])([C:14]([CH3:16])([CH3:17])[CH3:15])([C:2]1[CH:7]=[CH:6][CH:5]=[CH:4][CH:3]=1)[C:8]1[CH:9]=[CH:10][CH:11]=[CH:12][CH:13]=1. (2) Given the reactants [C:1]([C:5]1[CH:14]=[CH:13][CH:12]=[C:11]2[C:6]=1[CH2:7][CH2:8][N:9]1[C:19](=[O:20])[CH2:18][NH:17][C:16](=O)[CH:15]=[C:10]12)(=[O:4])[CH2:2][CH3:3].O=P(Cl)(Cl)Cl.[CH:27]1([C:31]2[N:32]=[CH:33][NH:34][CH:35]=2)[CH2:30][CH2:29][CH2:28]1.N1C=CC=CC=1, predict the reaction product. The product is: [CH:27]1([C:31]2[N:32]=[CH:33][N:34]([C:16]3[CH:15]=[C:10]4[C:11]5[C:6]([CH2:7][CH2:8][N:9]4[C:19](=[O:20])[CH2:18][N:17]=3)=[C:5]([C:1](=[O:4])[CH2:2][CH3:3])[CH:14]=[CH:13][CH:12]=5)[CH:35]=2)[CH2:30][CH2:29][CH2:28]1. (3) Given the reactants [CH3:1]C(C)([O-])C.[K+].[C:7]([O:10][CH2:11][C:12]([C:14]1[CH:19]=[CH:18][C:17]([C:20]([CH3:23])([CH3:22])[CH3:21])=[CH:16][CH:15]=1)=O)(=[O:9])[CH3:8], predict the reaction product. The product is: [C:7]([O:10][CH2:11][C:12]([C:14]1[CH:19]=[CH:18][C:17]([C:20]([CH3:23])([CH3:22])[CH3:21])=[CH:16][CH:15]=1)=[CH2:1])(=[O:9])[CH3:8]. (4) Given the reactants [Li]C(CC)C.Br[C:7]1[C:8]2[C:13]([CH:14]=[C:15]3[C:20]=1[CH:19]=[CH:18][CH:17]=[CH:16]3)=[CH:12][CH:11]=[CH:10][CH:9]=2.C([O:24][B:25](OC(C)C)[O:26]C(C)C)(C)C.Cl, predict the reaction product. The product is: [CH:19]1[C:20]2[C:15](=[CH:14][C:13]3[C:8]([C:7]=2[B:25]([OH:26])[OH:24])=[CH:9][CH:10]=[CH:11][CH:12]=3)[CH:16]=[CH:17][CH:18]=1. (5) The product is: [CH3:1][O:2][C:3]1[C:4]([CH:12]([C:18]2[CH:23]=[CH:22][CH:21]=[CH:20][CH:19]=2)[CH2:13][C:14]([NH:16][CH3:17])=[O:15])=[CH:5][CH:6]=[C:7]2[C:11]=1[NH:10][CH:9]=[CH:8]2. Given the reactants [CH3:1][O:2][C:3]1[C:4]([C:12]([C:18]2[CH:23]=[CH:22][CH:21]=[CH:20][CH:19]=2)=[CH:13][C:14]([NH:16][CH3:17])=[O:15])=[CH:5][CH:6]=[C:7]2[C:11]=1[NH:10][CH:9]=[CH:8]2.N1C2C(=CC=CC=2C(C2C=CC=CC=2)CC(NC)=O)C=C1, predict the reaction product. (6) The product is: [Cl:10][C:11]1[N:12]=[C:13]([N:6]2[CH2:7][CH2:8][CH2:9][C@@H:4]([NH:3][C:30](=[O:32])[CH3:31])[CH2:5]2)[C:14]2[CH2:19][CH2:18][CH2:17][C:15]=2[N:16]=1. Given the reactants Cl.Cl.[NH2:3][C@@H:4]1[CH2:9][CH2:8][CH2:7][NH:6][CH2:5]1.[Cl:10][C:11]1[N:12]=[C:13](Cl)[C:14]2[CH2:19][CH2:18][CH2:17][C:15]=2[N:16]=1.C(N(C(C)C)CC)(C)C.[C:30](Cl)(=[O:32])[CH3:31], predict the reaction product. (7) Given the reactants [F:1][C:2]1[C:7]([F:8])=[CH:6][CH:5]=[CH:4][C:3]=1[C:9]1[N:17]=[C:12]2[CH:13]=[N:14][NH:15][CH:16]=[C:11]2[N:10]=1.Cl[CH2:19][C:20]1[O:24][N:23]=[C:22]([C:25]2[CH:30]=[CH:29][C:28]([O:31][CH3:32])=[CH:27][C:26]=2[F:33])[CH:21]=1, predict the reaction product. The product is: [F:1][C:2]1[C:7]([F:8])=[CH:6][CH:5]=[CH:4][C:3]=1[C:9]1[N:17]=[C:12]2[CH:13]=[N:14][N:15]([CH2:19][C:20]3[O:24][N:23]=[C:22]([C:25]4[CH:30]=[CH:29][C:28]([O:31][CH3:32])=[CH:27][C:26]=4[F:33])[CH:21]=3)[CH:16]=[C:11]2[N:10]=1.